Dataset: Reaction yield outcomes from USPTO patents with 853,638 reactions. Task: Predict the reaction yield, written as a fraction of the theoretical maximum amount of product (1.0 means a 100% yield; for example, 0.34 means a 34% yield). (1) The reactants are [CH:1]1([CH2:4][NH:5][C:6]([NH:8][NH:9][C:10]2[C:15]([I:16])=[C:14]([CH3:17])[CH:13]=[CH:12][N:11]=2)=O)[CH2:3][CH2:2]1.P(Cl)(Cl)(Cl)=O.[OH-].[Na+]. The catalyst is C(OCC)(=O)C. The product is [CH:1]1([CH2:4][NH:5][C:6]2[N:11]3[CH:12]=[CH:13][C:14]([CH3:17])=[C:15]([I:16])[C:10]3=[N:9][N:8]=2)[CH2:3][CH2:2]1. The yield is 0.960. (2) The yield is 0.800. The reactants are [Br:1][C:2]1[CH:7]=[CH:6][CH:5]=[CH:4][C:3]=1[NH:8][C:9](=[O:23])[NH:10][C:11]1[CH:16]=[CH:15][C:14]([CH2:17][C:18]([O:20]C)=[O:19])=[CH:13][C:12]=1[Cl:22].[OH-].[Na+]. The product is [Br:1][C:2]1[CH:7]=[CH:6][CH:5]=[CH:4][C:3]=1[NH:8][C:9](=[O:23])[NH:10][C:11]1[CH:16]=[CH:15][C:14]([CH2:17][C:18]([OH:20])=[O:19])=[CH:13][C:12]=1[Cl:22]. The catalyst is C1COCC1. (3) The reactants are [C:1]([O:5][C:6]([N:8]1[CH2:17][CH2:16][C:15]2[C:10](=[CH:11][CH:12]=[C:13]([OH:18])[CH:14]=2)[CH2:9]1)=[O:7])([CH3:4])([CH3:3])[CH3:2].C(=O)([O-])[O-].[Cs+].[Cs+].[C:25]([CH:29]1[CH2:34][CH2:33][CH:32](OS(C)(=O)=O)[CH2:31][CH2:30]1)([CH3:28])([CH3:27])[CH3:26].CC(=O)CC. The catalyst is CC(O)(C)C. The product is [C:1]([O:5][C:6]([N:8]1[CH2:17][CH2:16][C:15]2[C:10](=[CH:11][CH:12]=[C:13]([O:18][CH:32]3[CH2:33][CH2:34][CH:29]([C:25]([CH3:28])([CH3:27])[CH3:26])[CH2:30][CH2:31]3)[CH:14]=2)[CH2:9]1)=[O:7])([CH3:4])([CH3:2])[CH3:3]. The yield is 0.580. (4) The reactants are [CH2:1]([O:7][C:8]([O:19][CH2:20][CH2:21][CH2:22][CH2:23][CH2:24][CH3:25])([CH3:18])[C:9](OCCCCCC)=[O:10])[CH2:2][CH2:3][CH2:4][CH2:5][CH3:6].[CH3:26][NH:27][CH3:28]. The catalyst is C1COCC1. The product is [CH2:1]([O:7][C:8]([O:19][CH2:20][CH2:21][CH2:22][CH2:23][CH2:24][CH3:25])([CH3:18])[C:9]([N:27]([CH3:28])[CH3:26])=[O:10])[CH2:2][CH2:3][CH2:4][CH2:5][CH3:6]. The yield is 0.920. (5) The reactants are CS(O[N:6]=[C:7](Cl)[C@H:8]1[CH2:12][O:11][C:10]2([CH2:17][CH2:16][CH2:15][CH2:14][CH2:13]2)[O:9]1)(=O)=O.N1C=CC=CC=1.[S-:25][C:26]#[N:27].[Na+].[Br:29][C:30]1[CH:31]=[C:32]([O:37][C:38]2[C:39]([CH3:44])=[N:40][CH:41]=[CH:42][CH:43]=2)[C:33]([NH2:36])=[N:34][CH:35]=1. The catalyst is C(#N)C. The product is [Br:29][C:30]1[CH:31]=[C:32]([O:37][C:38]2[C:39]([CH3:44])=[N:40][CH:41]=[CH:42][CH:43]=2)[C:33]([NH:36][C:26]2[S:25][N:6]=[C:7]([C@H:8]3[CH2:12][O:11][C:10]4([CH2:13][CH2:14][CH2:15][CH2:16][CH2:17]4)[O:9]3)[N:27]=2)=[N:34][CH:35]=1. The yield is 0.500. (6) The reactants are [N+:1]([C:4]1[CH:9]=[CH:8][CH:7]=[CH:6][C:5]=1[NH:10][C:11]1[CH:19]=[CH:18][C:14]2[O:15][CH2:16][O:17][C:13]=2[CH:12]=1)([O-])=O.C(OCC)(=O)C.O. The catalyst is [Fe].C(O)(=O)C. The product is [O:15]1[C:14]2[CH:18]=[CH:19][C:11]([NH:10][C:5]3[C:4]([NH2:1])=[CH:9][CH:8]=[CH:7][CH:6]=3)=[CH:12][C:13]=2[O:17][CH2:16]1. The yield is 0.990. (7) The reactants are CCN(C(C)C)C(C)C.[CH3:10][NH:11][CH2:12][C:13]1[CH:18]=[CH:17][CH:16]=[CH:15][CH:14]=1.[F:19][C:20]1[CH:25]=[CH:24][C:23]([C:26]2[O:27][C:28]3[CH:38]=[CH:37][C:36]([C:39]4[CH:40]=[C:41]([CH:45]=[CH:46][CH:47]=4)[C:42](O)=[O:43])=[CH:35][C:29]=3[C:30]=2[C:31](=[O:34])[NH:32][CH3:33])=[CH:22][CH:21]=1.CN(C(ON1N=NC2C=CC=NC1=2)=[N+](C)C)C.F[P-](F)(F)(F)(F)F. The catalyst is CN(C=O)C.CO. The product is [CH2:12]([N:11]([CH3:10])[C:42]([C:41]1[CH:40]=[C:39]([C:36]2[CH:37]=[CH:38][C:28]3[O:27][C:26]([C:23]4[CH:24]=[CH:25][C:20]([F:19])=[CH:21][CH:22]=4)=[C:30]([C:31]([NH:32][CH3:33])=[O:34])[C:29]=3[CH:35]=2)[CH:47]=[CH:46][CH:45]=1)=[O:43])[C:13]1[CH:18]=[CH:17][CH:16]=[CH:15][CH:14]=1. The yield is 0.470.